Predict the product of the given reaction. From a dataset of Forward reaction prediction with 1.9M reactions from USPTO patents (1976-2016). The product is: [NH2:8][C:5]1[N:6]=[CH:7][C:2]([C:21]2[CH:22]=[C:17]([CH:18]=[CH:19][CH:20]=2)[C:15]([O:14][CH2:12][CH3:13])=[O:16])=[CH:3][C:4]=1[N+:9]([O-:11])=[O:10]. Given the reactants Br[C:2]1[CH:3]=[C:4]([N+:9]([O-:11])=[O:10])[C:5]([NH2:8])=[N:6][CH:7]=1.[CH2:12]([O:14][C:15]([C:17]1[CH:18]=[C:19](B(O)O)[CH:20]=[CH:21][CH:22]=1)=[O:16])[CH3:13].C([O-])([O-])=O.[Na+].[Na+].C(P(C(C)(C)C)C1C=CC=CC=1C1C(C(C)C)=CC(C(C)C)=CC=1C(C)C)(C)(C)C, predict the reaction product.